From a dataset of Full USPTO retrosynthesis dataset with 1.9M reactions from patents (1976-2016). Predict the reactants needed to synthesize the given product. (1) Given the product [Br:23][C:19]1[S:20][CH:21]=[CH:22][C:18]=1[C:16]1[S:17][C:13]([CH2:1][CH2:2][CH2:3][CH2:4][CH2:5][CH2:6][CH2:7][CH2:8][CH2:9][CH2:10][CH2:11][CH3:12])=[CH:14][CH:15]=1, predict the reactants needed to synthesize it. The reactants are: [CH2:1]([C:13]1[S:17][C:16]([C:18]2[CH:22]=[CH:21][S:20][CH:19]=2)=[CH:15][CH:14]=1)[CH2:2][CH2:3][CH2:4][CH2:5][CH2:6][CH2:7][CH2:8][CH2:9][CH2:10][CH2:11][CH3:12].[Br:23]N1C(=O)CCC1=O. (2) Given the product [S:1]1[C:5]2[CH:6]=[CH:7][CH:8]=[CH:9][C:4]=2[N:3]=[C:2]1[NH:10][C@H:11]1[CH2:14][C@H:13]([N:15]2[C:21]3=[N:22][CH:23]=[CH:24][CH:25]=[C:20]3[C:17]([CH3:19])([CH3:18])[C:16]2=[O:27])[CH2:12]1, predict the reactants needed to synthesize it. The reactants are: [S:1]1[C:5]2[CH:6]=[CH:7][CH:8]=[CH:9][C:4]=2[N:3]=[C:2]1[NH:10][C@H:11]1[CH2:14][C@H:13]([NH:15][C:16](=[O:27])[C:17]([C:20]2[C:21](Cl)=[N:22][CH:23]=[CH:24][CH:25]=2)([CH3:19])[CH3:18])[CH2:12]1.CC(C)([O-])C.[Na+].C(OC)(C)(C)C. (3) Given the product [Br:15][CH:9]([C:7]1[CH:6]=[CH:5][CH:4]=[C:3]([C:2]([F:14])([F:13])[F:1])[N:8]=1)[CH2:10][CH3:11], predict the reactants needed to synthesize it. The reactants are: [F:1][C:2]([F:14])([F:13])[C:3]1[N:8]=[C:7]([CH:9](O)[CH2:10][CH3:11])[CH:6]=[CH:5][CH:4]=1.[Br:15]C(C1C=CC=CN=1)CCC. (4) Given the product [NH2:7][C@H:8]1[CH2:13][CH2:12][C@H:11]([CH2:14][NH:15][C:16]2[C:21]([N+:22]([O-:24])=[O:23])=[CH:20][N:19]=[C:18]([NH:25][CH2:26][C:27]3[CH:32]=[CH:31][CH:30]=[CH:29][C:28]=3[S:33][C:34]3[CH:39]=[CH:38][CH:37]=[CH:36][C:35]=3[NH2:40])[N:17]=2)[CH2:10][CH2:9]1, predict the reactants needed to synthesize it. The reactants are: C(OC(=O)[NH:7][CH:8]1[CH2:13][CH2:12][CH:11]([CH2:14][NH:15][C:16]2[C:21]([N+:22]([O-:24])=[O:23])=[CH:20][N:19]=[C:18]([NH:25][CH2:26][C:27]3[CH:32]=[CH:31][CH:30]=[CH:29][C:28]=3[S:33][C:34]3[CH:39]=[CH:38][CH:37]=[CH:36][C:35]=3[NH2:40])[N:17]=2)[CH2:10][CH2:9]1)(C)(C)C.C(O)(C(F)(F)F)=O.C([O-])(O)=O.[Na+].CO. (5) Given the product [N:1]([CH2:6][C:7]([C:9]1[CH:20]=[CH:19][C:12]2[O:13][C:14]([CH3:17])([CH3:18])[O:15][CH2:16][C:11]=2[CH:10]=1)=[O:8])=[N+:2]=[N-:3], predict the reactants needed to synthesize it. The reactants are: [N-:1]=[N+:2]=[N-:3].[Na+].Br[CH2:6][C:7]([C:9]1[CH:20]=[CH:19][C:12]2[O:13][C:14]([CH3:18])([CH3:17])[O:15][CH2:16][C:11]=2[CH:10]=1)=[O:8].O.C(OCC)(=O)C. (6) The reactants are: [CH2:1]1[O:9][C:4]([CH2:7][CH3:8])([CH2:5]Br)[O:3][CH2:2]1.[I-:10].[Na+].C(=O)([O-])[O-].[Na+].[Na+]. Given the product [CH2:1]1[O:9][C:4]([CH2:7][CH2:8][I:10])([CH3:5])[O:3][CH2:2]1, predict the reactants needed to synthesize it. (7) The reactants are: [C:1]([O:5][C:6](=[O:15])[NH:7][C@H:8]1[CH2:13][CH2:12][C@H:11]([OH:14])[CH2:10][CH2:9]1)([CH3:4])([CH3:3])[CH3:2].Cl[C:17]1[S:18][C:19]2[CH:25]=[CH:24][CH:23]=[C:22]([O:26][CH3:27])[C:20]=2[N:21]=1.[H-].[Na+].CN(C=O)C. Given the product [C:1]([O:5][C:6](=[O:15])[NH:7][C@H:8]1[CH2:9][CH2:10][C@H:11]([O:14][C:17]2[S:18][C:19]3[CH:25]=[CH:24][CH:23]=[C:22]([O:26][CH3:27])[C:20]=3[N:21]=2)[CH2:12][CH2:13]1)([CH3:4])([CH3:2])[CH3:3], predict the reactants needed to synthesize it.